The task is: Predict the product of the given reaction.. This data is from Forward reaction prediction with 1.9M reactions from USPTO patents (1976-2016). The product is: [CH3:36][O:1][C:8]1[CH:9]=[N:10][C:11]2[C:16](=[CH:15][C:14]([C:18]3[N:22]4[CH2:23][CH2:24][NH:25][C:21]4=[N:20][C:19]=3[C:29]3[CH:34]=[CH:33][CH:32]=[C:31]([CH3:35])[N:30]=3)=[CH:13][CH:12]=2)[N:17]=1. Given the reactants [OH-:1].[Na+].N1([C:8]2[CH:9]=[N:10][C:11]3[C:16]([N:17]=2)=[CH:15][C:14]([C:18]2[N:22]4[CH2:23][CH2:24][N:25](C(=O)C)[C:21]4=[N:20][C:19]=2[C:29]2[CH:34]=[CH:33][CH:32]=[C:31]([CH3:35])[N:30]=2)=[CH:13][CH:12]=3)C=CN=C1.[CH3:36]O, predict the reaction product.